Task: Predict the product of the given reaction.. Dataset: Forward reaction prediction with 1.9M reactions from USPTO patents (1976-2016) (1) Given the reactants Br[C:2]1[C:11]2[C:6](=[CH:7][CH:8]=[CH:9][C:10]=2[CH3:12])[CH:5]=[CH:4][CH:3]=1.[CH3:13][O:14][C:15](=[O:45])[CH2:16][C@H:17]1[C:21]2[CH:22]=[CH:23][C:24]([O:26][C@H:27]3[C:35]4[C:30](=[C:31](B5OC(C)(C)C(C)(C)O5)[CH:32]=[CH:33][CH:34]=4)[CH2:29][CH2:28]3)=[CH:25][C:20]=2[O:19][CH2:18]1, predict the reaction product. The product is: [CH3:13][O:14][C:15](=[O:45])[CH2:16][C@H:17]1[C:21]2[CH:22]=[CH:23][C:24]([O:26][C@H:27]3[C:35]4[C:30](=[C:31]([C:2]5[C:11]6[C:6](=[CH:7][CH:8]=[CH:9][C:10]=6[CH3:12])[CH:5]=[CH:4][CH:3]=5)[CH:32]=[CH:33][CH:34]=4)[CH2:29][CH2:28]3)=[CH:25][C:20]=2[O:19][CH2:18]1. (2) Given the reactants [C:1]([O:5][C:6](=[O:19])[CH2:7]/[N:8]=[CH:9]/[CH2:10][C:11]([CH3:18])([CH3:17])[CH2:12][CH2:13][N:14]=[N+:15]=[N-:16])([CH3:4])([CH3:3])[CH3:2].[Cl:20][C:21]1[C:22]([F:39])=[C:23](/[CH:27]=[C:28](/[C:31]2[CH:36]=[CH:35][C:34]([Cl:37])=[CH:33][C:32]=2[F:38])\[C:29]#[N:30])[CH:24]=[CH:25][CH:26]=1.C(N(CC)CC)C.C1CCN2C(=NCCC2)CC1, predict the reaction product. The product is: [C:1]([O:5][C:6]([CH:7]1[CH:27]([C:23]2[CH:24]=[CH:25][CH:26]=[C:21]([Cl:20])[C:22]=2[F:39])[C:28]([C:31]2[CH:36]=[CH:35][C:34]([Cl:37])=[CH:33][C:32]=2[F:38])([C:29]#[N:30])[CH:9]([CH2:10][C:11]([CH3:18])([CH3:17])[CH2:12][CH2:13][N:14]=[N+:15]=[N-:16])[NH:8]1)=[O:19])([CH3:4])([CH3:2])[CH3:3]. (3) Given the reactants [F:1][C:2]([F:32])([F:31])[C:3]1[CH:4]=[C:5]([NH:9][C:10]([N:12]2[CH2:18][CH2:17][CH2:16][CH2:15][C:14]3[CH:19]=[C:20]([O:23][C:24]4[CH:29]=[C:28](Cl)[N:27]=[CH:26][N:25]=4)[CH:21]=[CH:22][C:13]2=3)=[O:11])[CH:6]=[CH:7][CH:8]=1.[N-:33]=[N+:34]=[N-:35].[Na+], predict the reaction product. The product is: [F:1][C:2]([F:32])([F:31])[C:3]1[CH:4]=[C:5]([NH:9][C:10]([N:12]2[CH2:18][CH2:17][CH2:16][CH2:15][C:14]3[CH:19]=[C:20]([O:23][C:24]4[CH:29]=[C:28]([N:33]=[N+:34]=[N-:35])[N:27]=[CH:26][N:25]=4)[CH:21]=[CH:22][C:13]2=3)=[O:11])[CH:6]=[CH:7][CH:8]=1. (4) Given the reactants [CH:1]1([C:6]2[N:11]=[C:10]([CH2:12][N:13]3[C:21]4[C:16](=[C:17]([N+:22]([O-])=O)[CH:18]=[CH:19][CH:20]=4)[C:15]([CH3:25])=[N:14]3)[CH:9]=[CH:8][CH:7]=2)[CH2:5][CH2:4][CH2:3][CH2:2]1, predict the reaction product. The product is: [CH:1]1([C:6]2[N:11]=[C:10]([CH2:12][N:13]3[C:21]4[CH:20]=[CH:19][CH:18]=[C:17]([NH2:22])[C:16]=4[C:15]([CH3:25])=[N:14]3)[CH:9]=[CH:8][CH:7]=2)[CH2:2][CH2:3][CH2:4][CH2:5]1. (5) Given the reactants [Br:1][C:2]1[CH:7]=[CH:6][C:5]([C@@H:8]([N:10]2[CH2:15][CH2:14][C@@:13]([C:20]3[CH:25]=[CH:24][C:23]([F:26])=[CH:22][CH:21]=3)([CH2:16][CH2:17][CH2:18][OH:19])[CH2:12][C:11]2=[O:27])[CH3:9])=[CH:4][CH:3]=1.CC(C)=[O:30].OS(O)(=O)=O.O=[Cr](=O)=O, predict the reaction product. The product is: [Br:1][C:2]1[CH:3]=[CH:4][C:5]([C@@H:8]([N:10]2[CH2:15][CH2:14][C@:13]([CH2:16][CH2:17][C:18]([OH:30])=[O:19])([C:20]3[CH:25]=[CH:24][C:23]([F:26])=[CH:22][CH:21]=3)[CH2:12][C:11]2=[O:27])[CH3:9])=[CH:6][CH:7]=1. (6) Given the reactants OS(O)(=O)=O.[Br:6][C:7]1[N:15]=[CH:14][CH:13]=[CH:12][C:8]=1[C:9]([OH:11])=[O:10].[CH3:16]O, predict the reaction product. The product is: [CH3:16][O:10][C:9](=[O:11])[C:8]1[CH:12]=[CH:13][CH:14]=[N:15][C:7]=1[Br:6]. (7) Given the reactants [OH:1][C:2]1[CH:11]=[C:10]2[C:5]([C:6]([NH:12][C:13]3[CH:21]=[C:20]4[C:16]([CH:17]=[CH:18][NH:19]4)=[CH:15][CH:14]=3)=[N:7][CH:8]=[N:9]2)=[CH:4][C:3]=1[O:22][CH3:23].[N:24]1([CH2:29][CH2:30][CH2:31]O)[CH:28]=[CH:27][N:26]=[N:25]1, predict the reaction product. The product is: [NH:19]1[C:20]2[C:16](=[CH:15][CH:14]=[C:13]([NH:12][C:6]3[C:5]4[C:10](=[CH:11][C:2]([O:1][CH2:31][CH2:30][CH2:29][N:24]5[CH:28]=[CH:27][N:26]=[N:25]5)=[C:3]([O:22][CH3:23])[CH:4]=4)[N:9]=[CH:8][N:7]=3)[CH:21]=2)[CH:17]=[CH:18]1.